This data is from CYP2C9 substrate classification data from Carbon-Mangels et al.. The task is: Regression/Classification. Given a drug SMILES string, predict its absorption, distribution, metabolism, or excretion properties. Task type varies by dataset: regression for continuous measurements (e.g., permeability, clearance, half-life) or binary classification for categorical outcomes (e.g., BBB penetration, CYP inhibition). Dataset: cyp2c9_substrate_carbonmangels. (1) The compound is Cc1c(C)c2c(c(C)c1O)CC[C@](C)(COc1ccc(C[C@@H]3SC(=O)NC3=O)cc1)O2. The result is 1 (substrate). (2) The drug is COC(=O)C1=C(C)NC(C)=C(C(=O)OC(C)(C)CN(C)CCC(c2ccccc2)c2ccccc2)[C@H]1c1cccc([N+](=O)[O-])c1. The result is 0 (non-substrate). (3) The drug is Cn1ccnc1S. The result is 0 (non-substrate). (4) The drug is CC(C)c1nc(COC(N)=O)n(Cc2ccncc2)c1Sc1cc(Cl)cc(Cl)c1. The result is 0 (non-substrate). (5) The drug is C[C@H]1C[C@H]2[C@@H]3CC[C@](O)(C(=O)CO)[C@@]3(C)C[C@H](O)[C@@H]2[C@@]2(C)C=CC(=O)C=C12. The result is 0 (non-substrate).